The task is: Predict the reaction yield, written as a fraction of the theoretical maximum amount of product (1.0 means a 100% yield; for example, 0.34 means a 34% yield).. This data is from Reaction yield outcomes from USPTO patents with 853,638 reactions. (1) The reactants are [F:1][C:2]1([F:26])[CH2:7][CH2:6][CH:5]([CH2:8][CH:9]=[C:10]([C:19]2([C:22]([F:25])([F:24])[F:23])[CH2:21][CH2:20]2)[O:11][Si](CC)(CC)CC)[CH2:4][CH2:3]1.[Br:27]Br. The catalyst is ClCCl. The product is [Br:27][CH:9]([CH2:8][CH:5]1[CH2:6][CH2:7][C:2]([F:26])([F:1])[CH2:3][CH2:4]1)[C:10]([C:19]1([C:22]([F:25])([F:24])[F:23])[CH2:21][CH2:20]1)=[O:11]. The yield is 0.980. (2) The product is [C:1]([C:5]1[N:9]([CH2:19][O:18][CH2:17][CH2:16][Si:13]([CH3:15])([CH3:14])[CH3:12])[CH:8]=[N:7][CH:6]=1)([CH3:4])([CH3:3])[CH3:2]. No catalyst specified. The yield is 0.570. The reactants are [C:1]([C:5]1[NH:9][CH:8]=[N:7][CH:6]=1)([CH3:4])([CH3:3])[CH3:2].[H-].[Na+].[CH3:12][Si:13]([CH2:16][CH2:17][O:18][CH2:19]Cl)([CH3:15])[CH3:14].